This data is from Acute oral toxicity (LD50) regression data from Zhu et al.. The task is: Regression/Classification. Given a drug SMILES string, predict its toxicity properties. Task type varies by dataset: regression for continuous values (e.g., LD50, hERG inhibition percentage) or binary classification for toxic/non-toxic outcomes (e.g., AMES mutagenicity, cardiotoxicity, hepatotoxicity). Dataset: ld50_zhu. (1) The molecule is NCC1CCC(CN)CC1. The rat oral LD50 is 2.43, given as -log10 of the dose in mol/kg body weight (higher means more acutely toxic). (2) The drug is CCn1cc(C(=O)O)c(=O)c2ccc(C)nc21. The rat oral LD50 is 2.30, given as -log10 of the dose in mol/kg body weight (higher means more acutely toxic). (3) The drug is CCC1(C(C)CC(C)C)C(=O)NC(=O)NC1=O. The rat oral LD50 is 3.51, given as -log10 of the dose in mol/kg body weight (higher means more acutely toxic). (4) The drug is CC(C)c1cc(Oc2c(I)cc(CC(=O)O)cc2I)ccc1O. The rat oral LD50 is 5.00, given as -log10 of the dose in mol/kg body weight (higher means more acutely toxic). (5) The rat oral LD50 is 0.782, given as -log10 of the dose in mol/kg body weight (higher means more acutely toxic). The drug is OC1COC2C(O)COC12. (6) The molecule is N#CCCCCCN. The rat oral LD50 is 2.14, given as -log10 of the dose in mol/kg body weight (higher means more acutely toxic). (7) The compound is CC(C)CCCCCc1ccc(O)cc1. The rat oral LD50 is 1.98, given as -log10 of the dose in mol/kg body weight (higher means more acutely toxic). (8) The drug is C=CCN=C=O. The rat oral LD50 is 2.70, given as -log10 of the dose in mol/kg body weight (higher means more acutely toxic). (9) The drug is C=CCN(C1=NCCN1)c1c(Cl)cccc1Cl. The rat oral LD50 is 2.73, given as -log10 of the dose in mol/kg body weight (higher means more acutely toxic). (10) The molecule is OC1CC2CC1C1CC3OC3C21. The rat oral LD50 is 1.73, given as -log10 of the dose in mol/kg body weight (higher means more acutely toxic).